The task is: Predict the reactants needed to synthesize the given product.. This data is from Full USPTO retrosynthesis dataset with 1.9M reactions from patents (1976-2016). (1) Given the product [F:6][C:7]1[CH:8]=[CH:9][C:10]([C:13]2[NH:17][N:16]=[C:15]([C:24]([O:26][CH2:27][CH3:28])=[O:25])[CH:14]=2)=[CH:11][CH:12]=1, predict the reactants needed to synthesize it. The reactants are: OS(O)(=O)=O.[F:6][C:7]1[CH:12]=[CH:11][C:10]([C:13]2[N:17](C3CCCCO3)[N:16]=[C:15]([C:24]([OH:26])=[O:25])[CH:14]=2)=[CH:9][CH:8]=1.[CH3:27][CH2:28]O. (2) Given the product [ClH:48].[F:1][C:2]1[CH:11]=[CH:10][C:9]2[CH2:12][NH:13][CH2:14][CH2:15][N:7]3[C:8]=2[C:3]=1[CH:4]1[CH2:28][CH2:27][CH2:26][CH:5]1[CH2:6]3, predict the reactants needed to synthesize it. The reactants are: [F:1][C:2]1[CH:11]=[CH:10][C:9]2[CH2:12][N:13](C(OCC3C=CC=CC=3)=O)[CH2:14][CH2:15][N:7]3[C:8]=2[C:3]=1[CH:4]1[CH2:28][CH2:27][CH2:26][CH:5]1[CH2:6]3.FC(F)(F)S(O)(=O)=O.C1(OC)C=CC=CC=1.[OH-].[Na+].C(Cl)[Cl:48]. (3) Given the product [Br:65][C:66]1[C:71]([CH3:72])=[CH:70][CH:69]=[CH:68][C:67]=1[C@H:73]([N:14]1[C:13]2[CH:18]=[C:19]([F:20])[C:10]([S:7]([N:6]([CH2:5][C:4]3[CH:28]=[CH:29][C:30]([O:32][CH3:33])=[CH:31][C:3]=3[O:2][CH3:1])[C:21]3[CH:26]=[CH:25][CH:24]=[C:23]([F:27])[N:22]=3)(=[O:9])=[O:8])=[CH:11][C:12]=2[O:16][C:15]1=[O:17])[CH3:74], predict the reactants needed to synthesize it. The reactants are: [CH3:1][O:2][C:3]1[CH:31]=[C:30]([O:32][CH3:33])[CH:29]=[CH:28][C:4]=1[CH2:5][N:6]([C:21]1[CH:26]=[CH:25][CH:24]=[C:23]([F:27])[N:22]=1)[S:7]([C:10]1[C:19]([F:20])=[CH:18][C:13]2[NH:14][C:15](=[O:17])[O:16][C:12]=2[CH:11]=1)(=[O:9])=[O:8].C1(P(C2C=CC=CC=2)C2C=CC=CC=2)C=CC=CC=1.CCOC(/N=N/C(OCC)=O)=O.[Br:65][C:66]1[C:71]([CH3:72])=[CH:70][CH:69]=[CH:68][C:67]=1[C@@H:73](O)[CH3:74]. (4) The reactants are: [CH3:1][C:2]([OH:12])([CH3:11])[CH2:3][NH:4][C:5]1[CH:10]=[CH:9][CH:8]=[CH:7][CH:6]=1.C(=O)([O-])[O-].[K+].[K+].Br[CH2:20][C:21](OCC)=[O:22]. Given the product [CH3:11][C:2]1([CH3:1])[CH2:3][N:4]([C:5]2[CH:10]=[CH:9][CH:8]=[CH:7][CH:6]=2)[CH2:20][C:21](=[O:22])[O:12]1, predict the reactants needed to synthesize it. (5) Given the product [CH3:1][N:2]1[C:14]2[CH:13]=[CH:12][C:11]([CH:15]([CH3:20])[C:16]([OH:18])=[O:17])=[CH:10][C:9]=2[C:8]2[C:3]1=[CH:4][CH:5]=[CH:6][CH:7]=2, predict the reactants needed to synthesize it. The reactants are: [CH3:1][N:2]1[C:14]2[CH:13]=[CH:12][C:11]([CH:15]([CH3:20])[C:16]([O:18]C)=[O:17])=[CH:10][C:9]=2[C:8]2[C:3]1=[CH:4][CH:5]=[CH:6][CH:7]=2.C1COCC1.CO.O.[OH-].[Li+].